Dataset: Full USPTO retrosynthesis dataset with 1.9M reactions from patents (1976-2016). Task: Predict the reactants needed to synthesize the given product. Given the product [CH3:1][O:2][C:3](=[O:34])[CH2:4][NH:5][C:6]1[CH:11]=[CH:10][C:9]([CH2:12][N:13]2[CH:17]=[C:16]([C:18]3[CH:23]=[CH:22][C:21]([Cl:24])=[CH:20][C:19]=3[Cl:25])[N:15]=[C:14]2[CH2:26][C:27]2[CH:32]=[CH:31][C:30]([C:42]3[CH:43]=[CH:44][C:39]([CH:35]([CH2:37][CH3:38])[CH3:36])=[CH:40][CH:41]=3)=[CH:29][CH:28]=2)=[CH:8][CH:7]=1, predict the reactants needed to synthesize it. The reactants are: [CH3:1][O:2][C:3](=[O:34])[CH2:4][NH:5][C:6]1[CH:11]=[CH:10][C:9]([CH2:12][N:13]2[CH:17]=[C:16]([C:18]3[CH:23]=[CH:22][C:21]([Cl:24])=[CH:20][C:19]=3[Cl:25])[N:15]=[C:14]2[CH2:26][C:27]2[CH:32]=[CH:31][C:30](Br)=[CH:29][CH:28]=2)=[CH:8][CH:7]=1.[CH:35]([C:39]1[CH:44]=[CH:43][C:42](B(O)O)=[CH:41][CH:40]=1)([CH2:37][CH3:38])[CH3:36].